This data is from Forward reaction prediction with 1.9M reactions from USPTO patents (1976-2016). The task is: Predict the product of the given reaction. (1) Given the reactants C([N:8]1[CH:13]([CH2:14][O:15][CH:16]([F:18])[F:17])[CH2:12][O:11][C:10]([CH2:20][CH2:21][OH:22])([CH3:19])[CH2:9]1)C1C=CC=CC=1, predict the reaction product. The product is: [F:18][CH:16]([F:17])[O:15][CH2:14][CH:13]1[NH:8][CH2:9][C:10]([CH2:20][CH2:21][OH:22])([CH3:19])[O:11][CH2:12]1. (2) Given the reactants [NH:1]1[CH2:4][CH:3]([NH:5][C:6]([C:8]2[C:12]3[N:13]=[CH:14][N:15]=[C:16]([C:17]4[C:25]5[O:24][CH2:23][O:22][C:21]=5[CH:20]=[CH:19][C:18]=4[O:26][CH2:27][CH:28]4[CH2:30][CH2:29]4)[C:11]=3[NH:10][CH:9]=2)=[O:7])[CH2:2]1.[CH3:31][O:32][CH2:33][C:34](Cl)=[O:35], predict the reaction product. The product is: [CH3:31][O:32][CH2:33][C:34]([N:1]1[CH2:4][CH:3]([NH:5][C:6]([C:8]2[C:12]3[N:13]=[CH:14][N:15]=[C:16]([C:17]4[C:25]5[O:24][CH2:23][O:22][C:21]=5[CH:20]=[CH:19][C:18]=4[O:26][CH2:27][CH:28]4[CH2:30][CH2:29]4)[C:11]=3[NH:10][CH:9]=2)=[O:7])[CH2:2]1)=[O:35]. (3) Given the reactants [CH2:1]([O:8][C:9]1[CH:14]=[CH:13][C:12]([OH:15])=[CH:11][CH:10]=1)[C:2]1[CH:7]=[CH:6][CH:5]=[CH:4][CH:3]=1.C(=O)([O-])[O-].[K+].[K+].Br[C:23]([CH3:32])([CH3:31])[C:24]([O:26][C:27]([CH3:30])([CH3:29])[CH3:28])=[O:25], predict the reaction product. The product is: [CH2:1]([O:8][C:9]1[CH:10]=[CH:11][C:12]([O:15][C:23]([CH3:32])([CH3:31])[C:24]([O:26][C:27]([CH3:30])([CH3:29])[CH3:28])=[O:25])=[CH:13][CH:14]=1)[C:2]1[CH:3]=[CH:4][CH:5]=[CH:6][CH:7]=1. (4) Given the reactants OO.[N:3]1([CH2:9][CH2:10][NH:11][C:12]2[N:13]=[N+:14]([O-:25])[C:15]3[C:24]4[CH2:23][CH2:22][CH2:21][C:20]=4[CH:19]=[CH:18][C:16]=3[N:17]=2)[CH2:8][CH2:7][CH2:6][CH2:5][CH2:4]1.C(O)(C(F)(F)F)=[O:27], predict the reaction product. The product is: [N:3]1([CH2:9][CH2:10][NH:11][C:12]2[N:13]=[N+:14]([O-:25])[C:15]3[C:24]4[CH2:23][CH2:22][CH2:21][C:20]=4[CH:19]=[CH:18][C:16]=3[N+:17]=2[O-:27])[CH2:8][CH2:7][CH2:6][CH2:5][CH2:4]1. (5) Given the reactants CC(C)([O-])C.[K+].[NH2:7][C:8]1[CH:28]=[CH:27][CH:26]=[CH:25][C:9]=1[NH:10][C:11]1[S:15][C:14]2[CH:16]=[CH:17][CH:18]=[CH:19][C:13]=2[C:12]=1[C:20](OCC)=[O:21].Cl, predict the reaction product. The product is: [CH:19]1[C:13]2[C:12]3[C:20](=[O:21])[NH:7][C:8]4[CH:28]=[CH:27][CH:26]=[CH:25][C:9]=4[NH:10][C:11]=3[S:15][C:14]=2[CH:16]=[CH:17][CH:18]=1. (6) Given the reactants Cl[C:2]([C:5]([C:8]([C:11]([S:17]([F:20])(=[O:19])=[O:18])([C:13]([F:16])([F:15])[F:14])[F:12])([F:10])[F:9])(Cl)[F:6])([F:4])[F:3], predict the reaction product. The product is: [F:16][C:13]([F:14])([F:15])[C:11]([F:12])([S:17]([F:20])(=[O:18])=[O:19])[C:8]([F:10])([F:9])[C:5]([F:6])=[C:2]([F:4])[F:3].